Dataset: Catalyst prediction with 721,799 reactions and 888 catalyst types from USPTO. Task: Predict which catalyst facilitates the given reaction. (1) Reactant: [NH2:1][C:2]1[CH:7]=[CH:6][CH:5]=[CH:4][C:3]=1[CH:8]1[CH2:17][C:16]([CH3:19])([CH3:18])[C:15]2[C:10](=[CH:11][CH:12]=[C:13]([C:20]#[N:21])[CH:14]=2)[NH:9]1.[CH3:22][CH:23]([S:25](Cl)(=[O:27])=[O:26])[CH3:24]. Product: [C:20]([C:13]1[CH:14]=[C:15]2[C:10](=[CH:11][CH:12]=1)[NH:9][CH:8]([C:3]1[CH:4]=[CH:5][CH:6]=[CH:7][C:2]=1[NH:1][S:25]([CH:23]([CH3:24])[CH3:22])(=[O:27])=[O:26])[CH2:17][C:16]2([CH3:18])[CH3:19])#[N:21]. The catalyst class is: 228. (2) Reactant: [I-].[CH2:2]([C:6]1[N:7]([C:27]2[CH:32]=[CH:31][CH:30]=[CH:29][CH:28]=2)[C:8]2[C:13](/[C:14](=[CH:16]\[C:17]3[S:18][C:19]4[CH:26]=[CH:25][CH:24]=[CH:23][C:20]=4[N+:21]=3[CH3:22])/[CH:15]=1)=[CH:12][CH:11]=[CH:10][CH:9]=2)[CH2:3][CH2:4][CH3:5].[BH4-].[Na+]. Product: [CH2:2]([C:6]1[N:7]([C:27]2[CH:32]=[CH:31][CH:30]=[CH:29][CH:28]=2)[C:8]2[C:13](/[C:14](=[CH:16]\[CH:17]3[N:21]([CH3:22])[C:20]4[CH:23]=[CH:24][CH:25]=[CH:26][C:19]=4[S:18]3)/[CH:15]=1)=[CH:12][CH:11]=[CH:10][CH:9]=2)[CH2:3][CH2:4][CH3:5]. The catalyst class is: 125. (3) Reactant: C1(C)C=CC(S([O-])(=O)=O)=CC=1.[CH3:12][C@H:13]1[C@H:16]([NH3+:17])[C:15](=[O:18])[NH:14]1.CCN(C(C)C)C(C)C.[C:28]1([CH2:34][CH2:35][CH2:36][CH2:37][CH2:38][O:39][C:40](N2C=CC=CC2=O)=[O:41])[CH:33]=[CH:32][CH:31]=[CH:30][CH:29]=1. Product: [C:28]1([CH2:34][CH2:35][CH2:36][CH2:37][CH2:38][O:39][C:40](=[O:41])[NH:17][C@@H:16]2[C:15](=[O:18])[NH:14][C@H:13]2[CH3:12])[CH:33]=[CH:32][CH:31]=[CH:30][CH:29]=1. The catalyst class is: 2.